Dataset: Catalyst prediction with 721,799 reactions and 888 catalyst types from USPTO. Task: Predict which catalyst facilitates the given reaction. (1) Reactant: C([O:5][C:6]([C:8]1[NH:9][C:10]([CH2:23][C:24]2[C:29]([Cl:30])=[CH:28][CH:27]=[CH:26][C:25]=2[Cl:31])=[N:11][C:12](=[O:22])[C:13]=1[O:14][CH2:15][C:16]1[CH:21]=[CH:20][CH:19]=[CH:18][CH:17]=1)=[O:7])(C)(C)C.[Li+].[OH-].O. Product: [CH2:15]([O:14][C:13]1[C:12](=[O:22])[N:11]=[C:10]([CH2:23][C:24]2[C:25]([Cl:31])=[CH:26][CH:27]=[CH:28][C:29]=2[Cl:30])[NH:9][C:8]=1[C:6]([OH:7])=[O:5])[C:16]1[CH:21]=[CH:20][CH:19]=[CH:18][CH:17]=1. The catalyst class is: 7. (2) Reactant: [H-].[Na+].[Cl:3][C:4]1[CH:9]=[C:8]([NH:10][C:11]2[CH:16]=[CH:15][CH:14]=[C:13]([F:17])[C:12]=2[F:18])[N:7]=[CH:6][N:5]=1.I[CH2:20][CH3:21].[Cl-].[NH4+]. Product: [Cl:3][C:4]1[CH:9]=[C:8]([N:10]([CH2:20][CH3:21])[C:11]2[CH:16]=[CH:15][CH:14]=[C:13]([F:17])[C:12]=2[F:18])[N:7]=[CH:6][N:5]=1. The catalyst class is: 7. (3) Reactant: [CH3:1][O:2][C:3]([C:5]1[S:9][C:8]2[C:10](Br)=[CH:11][S:12][C:7]=2[C:6]=1[O:14][CH2:15][C:16]([O:18][CH2:19][CH3:20])=[O:17])=[O:4].[NH2:21][C:22]1[CH:23]=[C:24](B(O)O)[CH:25]=[CH:26][CH:27]=1.[F-].[K+]. Product: [C:16]([CH2:15][O:14][C:6]1[C:7]2[S:12][CH:11]=[C:10]([C:26]3[CH:25]=[CH:24][CH:23]=[C:22]([NH:21][CH:22]4[CH2:23][CH2:24][CH2:25][CH2:26][CH2:27]4)[CH:27]=3)[C:8]=2[S:9][C:5]=1[C:3]([OH:2])=[O:4])([OH:18])=[O:17].[CH3:1][O:2][C:3]([C:5]1[S:9][C:8]2[C:10]([C:26]3[CH:25]=[CH:24][CH:23]=[C:22]([NH2:21])[CH:27]=3)=[CH:11][S:12][C:7]=2[C:6]=1[O:14][CH2:15][C:16]([O:18][CH2:19][CH3:20])=[O:17])=[O:4]. The catalyst class is: 73. (4) Reactant: [CH3:1][C:2]1[N:6]([CH2:7][C:8]([N:10]2[CH2:15][CH2:14][CH:13]([C:16]3[S:17][CH:18]=[C:19]([C:21](Cl)=[O:22])[N:20]=3)[CH2:12][CH2:11]2)=[O:9])[N:5]=[C:4]([C:24]([F:27])([F:26])[F:25])[CH:3]=1.[CH3:28][NH:29][C@H:30]1[C:38]2[C:33](=[CH:34][CH:35]=[CH:36][CH:37]=2)[CH2:32][CH:31]1C.C(N(CC)CC)C.Cl. Product: [C@H:30]1([N:29]([CH3:28])[C:21]([C:19]2[N:20]=[C:16]([CH:13]3[CH2:14][CH2:15][N:10]([C:8](=[O:9])[CH2:7][N:6]4[C:2]([CH3:1])=[CH:3][C:4]([C:24]([F:27])([F:26])[F:25])=[N:5]4)[CH2:11][CH2:12]3)[S:17][CH:18]=2)=[O:22])[C:38]2[C:33](=[CH:34][CH:35]=[CH:36][CH:37]=2)[CH2:32][CH2:31]1. The catalyst class is: 4. (5) Reactant: [CH2:1]([O:5][C:6]1[N:11]=[C:10](Cl)[CH:9]=[C:8]([N:13]2[CH2:18][CH2:17][O:16][CH2:15][CH2:14]2)[N:7]=1)[CH2:2][CH2:3][CH3:4].[NH2:19][NH2:20]. Product: [CH2:1]([O:5][C:6]1[N:11]=[C:10]([NH:19][NH2:20])[CH:9]=[C:8]([N:13]2[CH2:18][CH2:17][O:16][CH2:15][CH2:14]2)[N:7]=1)[CH2:2][CH2:3][CH3:4]. The catalyst class is: 12. (6) Reactant: [CH:1]1([CH2:6][CH:7]([C:11]2[CH:16]=[CH:15][C:14]([O:17][C:18]3[CH:23]=[CH:22][CH:21]=[CH:20][CH:19]=3)=[CH:13][CH:12]=2)[C:8](O)=[O:9])[CH2:5][CH2:4][CH2:3][CH2:2]1.C(Cl)(=O)C(Cl)=O.C[Si](C)(C)[NH:32][Si](C)(C)C.CO. The catalyst class is: 306. Product: [CH:1]1([CH2:6][CH:7]([C:11]2[CH:16]=[CH:15][C:14]([O:17][C:18]3[CH:23]=[CH:22][CH:21]=[CH:20][CH:19]=3)=[CH:13][CH:12]=2)[C:8]([NH2:32])=[O:9])[CH2:5][CH2:4][CH2:3][CH2:2]1. (7) Reactant: Cl.C[O:3][C:4]1[CH:9]=[C:8]([O:10]C)[CH:7]=[CH:6][C:5]=1[CH2:12][CH2:13][CH2:14][CH2:15][NH:16][C:17]([NH:19][C:20]([C:22]1[C:27]([NH2:28])=[N:26][C:25]([NH2:29])=[C:24]([Cl:30])[N:23]=1)=[O:21])=[NH:18]. Product: [ClH:30].[OH:3][C:4]1[CH:9]=[C:8]([OH:10])[CH:7]=[CH:6][C:5]=1[CH2:12][CH2:13][CH2:14][CH2:15][NH:16][C:17]([NH:19][C:20]([C:22]1[C:27]([NH2:28])=[N:26][C:25]([NH2:29])=[C:24]([Cl:30])[N:23]=1)=[O:21])=[NH:18]. The catalyst class is: 201.